This data is from Forward reaction prediction with 1.9M reactions from USPTO patents (1976-2016). The task is: Predict the product of the given reaction. (1) Given the reactants [CH3:1][C:2]1[CH:11]=[CH:10][C:5]([C:6]([O:8]C)=O)=[CH:4][C:3]=1[O:12][CH3:13].[Li+].C[Si]([N-][Si](C)(C)C)(C)C.[Cl:24][C:25]1[N:30]=[C:29]([CH3:31])[CH:28]=[CH:27][N:26]=1, predict the reaction product. The product is: [Cl:24][C:25]1[N:30]=[C:29]([CH2:31][C:6]([C:5]2[CH:10]=[CH:11][C:2]([CH3:1])=[C:3]([O:12][CH3:13])[CH:4]=2)=[O:8])[CH:28]=[CH:27][N:26]=1. (2) Given the reactants Br[C:2]1[CH:20]=[CH:19][C:5]([C:6]([NH:8][C:9]2[CH:13]=[C:12]([C:14]([F:17])([F:16])[F:15])[N:11]([CH3:18])[N:10]=2)=[O:7])=[CH:4][C:3]=1[O:21][CH:22]1[CH2:24][CH2:23]1.[CH3:25][C:26]1([CH3:42])[C:30]([CH3:32])([CH3:31])[O:29][B:28]([B:28]2[O:29][C:30]([CH3:32])([CH3:31])[C:26]([CH3:42])([CH3:25])[O:27]2)[O:27]1.C([O-])(=O)C.[K+], predict the reaction product. The product is: [CH:22]1([O:21][C:3]2[CH:4]=[C:5]([CH:19]=[CH:20][C:2]=2[B:28]2[O:29][C:30]([CH3:32])([CH3:31])[C:26]([CH3:42])([CH3:25])[O:27]2)[C:6]([NH:8][C:9]2[CH:13]=[C:12]([C:14]([F:17])([F:16])[F:15])[N:11]([CH3:18])[N:10]=2)=[O:7])[CH2:24][CH2:23]1. (3) Given the reactants [Cl:1][C:2]1[C:11]([CH2:12][C:13]2[CH:18]=[CH:17][C:16]([Cl:19])=[CH:15][CH:14]=2)=[C:10]([CH3:20])[C:9]2[C:8]([OH:21])=[CH:7][C:6]([CH3:22])=[CH:5][C:4]=2[N:3]=1.CN(C)C=O.C(=O)([O-])[O-].[K+].[K+].[CH3:34][O:35][C:36](=[O:39])[CH2:37]Br, predict the reaction product. The product is: [CH3:34][O:35][C:36](=[O:39])[CH2:37][O:21][C:8]1[CH:7]=[C:6]([CH3:22])[CH:5]=[C:4]2[C:9]=1[C:10]([CH3:20])=[C:11]([CH2:12][C:13]1[CH:18]=[CH:17][C:16]([Cl:19])=[CH:15][CH:14]=1)[C:2]([Cl:1])=[N:3]2. (4) Given the reactants [CH3:1][O:2][C:3]1[C:4]([NH2:18])=[N:5][CH:6]=[C:7](B2OC(C)(C)C(C)(C)O2)[CH:8]=1.FC(F)(F)S(O[C:25]1[N:26]=[C:27]([C:30]2[CH:35]=[CH:34][C:33]([F:36])=[CH:32][CH:31]=2)[O:28][CH:29]=1)(=O)=O.C([O-])([O-])=O.[Na+].[Na+], predict the reaction product. The product is: [F:36][C:33]1[CH:32]=[CH:31][C:30]([C:27]2[O:28][CH:29]=[C:25]([C:7]3[CH:8]=[C:3]([O:2][CH3:1])[C:4]([NH2:18])=[N:5][CH:6]=3)[N:26]=2)=[CH:35][CH:34]=1. (5) Given the reactants [NH2:1][C:2]1[N:3]=[CH:4][C:5]([C:8]2[C:9]([F:19])=[C:10]([OH:18])[C:11]([CH:14]3[CH2:17][CH2:16][CH2:15]3)=[CH:12][CH:13]=2)=[N:6][CH:7]=1.Cl[C:21]1[N:26]=[CH:25][N:24]=[C:23]([N:27]([CH3:29])[CH3:28])[CH:22]=1, predict the reaction product. The product is: [NH2:1][C:2]1[N:3]=[CH:4][C:5]([C:8]2[C:9]([F:19])=[C:10]([C:11]([CH:14]3[CH2:15][CH2:16][CH2:17]3)=[CH:12][CH:13]=2)[O:18][C:21]2[N:26]=[CH:25][N:24]=[C:23]([N:27]([CH3:29])[CH3:28])[CH:22]=2)=[N:6][CH:7]=1. (6) Given the reactants [NH2:1][C:2]1[N:3]=[CH:4][C:5]([C:19]2[C:20](C#N)=[N:21][CH:22]=[CH:23][CH:24]=2)=[N:6][C:7]=1[C:8]1[O:9][C:10]([C:13]2[CH:18]=[CH:17][CH:16]=[CH:15][CH:14]=2)=[N:11][N:12]=1.[NH2:27][C:28]1N=CC(C2C=CC(S(C(C)C)(=O)=O)=CC=2C#N)=NC=1C1OC(C2C=CC=CC=2)=NN=1, predict the reaction product. The product is: [NH2:1][C:2]1[N:3]=[CH:4][C:5]([C:19]2[CH:20]=[N:21][CH:22]=[CH:23][C:24]=2[C:28]#[N:27])=[N:6][C:7]=1[C:8]1[O:9][C:10]([C:13]2[CH:18]=[CH:17][CH:16]=[CH:15][CH:14]=2)=[N:11][N:12]=1. (7) Given the reactants [CH2:1]([N:5]1[C:13]2[N:12]=[C:11]([CH2:14][C:15]3[CH:20]=[CH:19][C:18]([NH:21][C:22](=[O:24])[CH3:23])=[CH:17][CH:16]=3)[NH:10][C:9]=2[C:8](=[O:25])[NH:7][C:6]1=[O:26])[CH2:2][CH2:3][CH3:4].C(=O)([O-])[O-].[Na+].[Na+].Cl[CH2:34][O:35][C:36](=[O:41])[C:37]([CH3:40])([CH3:39])[CH3:38].Cl, predict the reaction product. The product is: [C:22]([NH:21][C:18]1[CH:19]=[CH:20][C:15]([CH2:14][C:11]2[N:10]([CH2:34][O:35][C:36](=[O:41])[C:37]([CH3:40])([CH3:39])[CH3:38])[C:9]3[C:8](=[O:25])[NH:7][C:6](=[O:26])[N:5]([CH2:1][CH2:2][CH2:3][CH3:4])[C:13]=3[N:12]=2)=[CH:16][CH:17]=1)(=[O:24])[CH3:23].